Dataset: Full USPTO retrosynthesis dataset with 1.9M reactions from patents (1976-2016). Task: Predict the reactants needed to synthesize the given product. (1) The reactants are: [CH2:1]([O:3][C:4](=[O:9])[CH2:5][C:6]([OH:8])=O)[CH3:2].CCN(C(C)C)C(C)C.C1C=CC2N(O)N=NC=2C=1.CCN=C=NCCCN(C)C.Cl.Cl.[Cl:42][C:43]1[CH:55]=[CH:54][C:53]([F:56])=[CH:52][C:44]=1[O:45][CH:46]1[CH2:51][CH2:50][NH:49][CH2:48][CH2:47]1. Given the product [CH2:1]([O:3][C:4](=[O:9])[CH2:5][C:6]([N:49]1[CH2:48][CH2:47][CH:46]([O:45][C:44]2[CH:52]=[C:53]([F:56])[CH:54]=[CH:55][C:43]=2[Cl:42])[CH2:51][CH2:50]1)=[O:8])[CH3:2], predict the reactants needed to synthesize it. (2) Given the product [CH2:15]([O:17][CH2:18][C:19]1[N:20]([CH2:33][CH2:34][NH:35][C:42]([N:36]2[CH2:41][CH2:40][O:39][CH2:38][CH2:37]2)=[O:43])[C:21]2[C:26]([CH3:27])=[C:25]([CH3:28])[N:24]3[N:29]=[N:30][N:31]=[C:23]3[C:22]=2[N:32]=1)[CH3:16], predict the reactants needed to synthesize it. The reactants are: C(N(CC)CC)C.FC(F)(F)C(O)=O.[CH2:15]([O:17][CH2:18][C:19]1[N:20]([CH2:33][CH2:34][NH2:35])[C:21]2[C:26]([CH3:27])=[C:25]([CH3:28])[N:24]3[N:29]=[N:30][N:31]=[C:23]3[C:22]=2[N:32]=1)[CH3:16].[N:36]1([C:42](Cl)=[O:43])[CH2:41][CH2:40][O:39][CH2:38][CH2:37]1. (3) Given the product [CH2:15]([S:12]([C:10]1[CH:9]=[CH:8][C:7]2[O:17][CH2:2][C:3](=[O:4])[NH:5][C:6]=2[CH:11]=1)(=[O:14])=[O:13])[CH3:16], predict the reactants needed to synthesize it. The reactants are: Cl[CH2:2][C:3]([NH:5][C:6]1[CH:11]=[C:10]([S:12]([CH2:15][CH3:16])(=[O:14])=[O:13])[CH:9]=[CH:8][C:7]=1[OH:17])=[O:4].C(=O)([O-])[O-].[K+].[K+].O. (4) Given the product [Cl:1][C:2]1[CH:3]=[C:4]([O:11][CH2:32][CH2:33][O:34][CH3:35])[C:5]([N+:8]([O-:10])=[O:9])=[N:6][CH:7]=1, predict the reactants needed to synthesize it. The reactants are: [Cl:1][C:2]1[CH:3]=[C:4]([OH:11])[C:5]([N+:8]([O-:10])=[O:9])=[N:6][CH:7]=1.C1(P(C2C=CC=CC=2)C2C=CC=CC=2)C=CC=CC=1.C1[CH2:35][O:34][CH2:33][CH2:32]1. (5) The reactants are: [Cl:1][C:2]1[CH:17]=[N:16][C:5]2[NH:6][C:7]3[C:12]([C:4]=2[CH:3]=1)=[C:11](I)[CH:10]=[CH:9][C:8]=3[O:14][CH3:15].C(=O)([O-])[O-].[Na+].[Na+].C1(P(C2C=CC=CC=2)C2C=CC=CC=2)C=CC=CC=1.[CH2:43]([S:45]([C:48]1[CH:49]=[C:50](B(O)O)[CH:51]=[CH:52][CH:53]=1)(=[O:47])=[O:46])[CH3:44]. Given the product [Cl:1][C:2]1[CH:17]=[N:16][C:5]2[NH:6][C:7]3[C:12]([C:4]=2[CH:3]=1)=[C:11]([C:50]1[CH:51]=[CH:52][CH:53]=[C:48]([S:45]([CH2:43][CH3:44])(=[O:46])=[O:47])[CH:49]=1)[CH:10]=[CH:9][C:8]=3[O:14][CH3:15], predict the reactants needed to synthesize it. (6) Given the product [C:1]([CH:5]1[N:14]2[C:9](=[CH:10][C:11](=[O:20])[C:12]([C:15]([OH:17])=[O:16])=[CH:13]2)[C:8]2[CH:21]=[C:22]([O:31][CH3:32])[C:23]([O:25][CH2:26][CH2:27][CH2:28][S:29][CH3:30])=[CH:24][C:7]=2[CH2:6]1)([CH3:4])([CH3:2])[CH3:3], predict the reactants needed to synthesize it. The reactants are: [C:1]([CH:5]1[N:14]2[C:9](=[CH:10][C:11](=[O:20])[C:12]([C:15]([O:17]CC)=[O:16])=[CH:13]2)[C:8]2[CH:21]=[C:22]([O:31][CH3:32])[C:23]([O:25][CH2:26][CH2:27][CH2:28][S:29][CH3:30])=[CH:24][C:7]=2[CH2:6]1)([CH3:4])([CH3:3])[CH3:2].CO.O[Li].O.Cl. (7) Given the product [F:22][C:18]1[CH:17]=[C:16]([CH:21]=[CH:20][CH:19]=1)[CH2:15][O:14][C:11]1[CH:12]=[CH:13][C:8]([NH:7][C:5](=[O:6])[CH:4]([CH3:23])[C:3]([NH2:26])=[O:2])=[CH:9][CH:10]=1, predict the reactants needed to synthesize it. The reactants are: C[O:2][C:3](=O)[CH:4]([CH3:23])[C:5]([NH:7][C:8]1[CH:13]=[CH:12][C:11]([O:14][CH2:15][C:16]2[CH:21]=[CH:20][CH:19]=[C:18]([F:22])[CH:17]=2)=[CH:10][CH:9]=1)=[O:6].[OH-].[NH4+:26].